Dataset: Full USPTO retrosynthesis dataset with 1.9M reactions from patents (1976-2016). Task: Predict the reactants needed to synthesize the given product. (1) Given the product [O:1]1[C:6]2[CH:7]=[CH:8][CH:9]=[CH:10][C:5]=2[N:4]([C:19]([O:21][C:22]2[CH:23]=[CH:24][C:25]([N+:28]([O-:30])=[O:29])=[CH:26][CH:27]=2)=[O:20])[CH2:3][CH2:2]1, predict the reactants needed to synthesize it. The reactants are: [O:1]1[C:6]2[CH:7]=[CH:8][CH:9]=[CH:10][C:5]=2[NH:4][CH2:3][CH2:2]1.C(N(CC)CC)C.Cl[C:19]([O:21][C:22]1[CH:27]=[CH:26][C:25]([N+:28]([O-:30])=[O:29])=[CH:24][CH:23]=1)=[O:20]. (2) Given the product [CH2:1]([O:3][C:4](=[O:22])[C:5]([O:7][C:8]1[CH:13]=[CH:12][C:11]([O:14][CH2:15][CH2:16][CH2:17][C:18]#[C:19][C:27]2[CH:28]=[CH:29][C:24]([Cl:23])=[CH:25][CH:26]=2)=[CH:10][C:9]=1[CH3:20])([CH3:21])[CH3:6])[CH3:2], predict the reactants needed to synthesize it. The reactants are: [CH2:1]([O:3][C:4](=[O:22])[C:5]([CH3:21])([O:7][C:8]1[CH:13]=[CH:12][C:11]([O:14][CH2:15][CH2:16][CH2:17][C:18]#[CH:19])=[CH:10][C:9]=1[CH3:20])[CH3:6])[CH3:2].[Cl:23][C:24]1[CH:29]=[CH:28][C:27](I)=[CH:26][CH:25]=1. (3) The reactants are: [Cl:1][C:2]1[CH:3]=[C:4]([NH:8][C:9]([N:11]2[CH2:16][CH2:15][C:14]3[NH:17][N:18]=[C:19]([C:20]4[CH2:24][CH2:23][CH:22](O)[CH:21]=4)[C:13]=3[CH2:12]2)=[O:10])[CH:5]=[CH:6][CH:7]=1.CCN(S(F)(F)[F:32])CC. Given the product [Cl:1][C:2]1[CH:3]=[C:4]([NH:8][C:9]([N:11]2[CH2:16][CH2:15][C:14]3[NH:17][N:18]=[C:19]([C:20]4[CH2:24][CH2:23][CH:22]([F:32])[CH:21]=4)[C:13]=3[CH2:12]2)=[O:10])[CH:5]=[CH:6][CH:7]=1, predict the reactants needed to synthesize it.